Dataset: Peptide-MHC class II binding affinity with 134,281 pairs from IEDB. Task: Regression. Given a peptide amino acid sequence and an MHC pseudo amino acid sequence, predict their binding affinity value. This is MHC class II binding data. (1) The peptide sequence is EKKYFLATQFEPLAA. The MHC is DRB1_0701 with pseudo-sequence DRB1_0701. The binding affinity (normalized) is 0.898. (2) The peptide sequence is FIGYGKATLECQVQTKK. The MHC is HLA-DQA10501-DQB10303 with pseudo-sequence HLA-DQA10501-DQB10303. The binding affinity (normalized) is 0.156.